Dataset: Full USPTO retrosynthesis dataset with 1.9M reactions from patents (1976-2016). Task: Predict the reactants needed to synthesize the given product. (1) Given the product [CH2:1]([O:3][C:4]1[CH:5]=[C:6]([CH:7]=[N+:18]([CH2:14][CH2:15][CH2:16][CH3:17])[O-:19])[CH:9]=[CH:10][C:11]=1[O:12][CH3:13])[CH3:2], predict the reactants needed to synthesize it. The reactants are: [CH2:1]([O:3][C:4]1[CH:5]=[C:6]([CH:9]=[CH:10][C:11]=1[O:12][CH3:13])[CH:7]=O)[CH3:2].[CH2:14]([NH:18][OH:19])[CH2:15][CH2:16][CH3:17]. (2) Given the product [CH3:37][C:31]1[CH:30]=[C:29]([O:28][C:24]2[CH:23]=[CH:22][C:21]([CH2:19][N:16]3[CH2:17][CH2:18][CH:13]([N:8]4[C@H:7]([C:1]5[CH:2]=[CH:3][CH:4]=[CH:5][CH:6]=5)[CH2:11][O:10][C:9]4=[O:12])[CH2:14][CH2:15]3)=[C:26]([CH3:27])[N:25]=2)[CH:36]=[CH:35][C:32]=1[C:33]#[N:34], predict the reactants needed to synthesize it. The reactants are: [C:1]1([C@@H:7]2[CH2:11][O:10][C:9](=[O:12])[N:8]2[CH:13]2[CH2:18][CH2:17][NH:16][CH2:15][CH2:14]2)[CH:6]=[CH:5][CH:4]=[CH:3][CH:2]=1.[CH:19]([C:21]1[CH:22]=[CH:23][C:24]([O:28][C:29]2[CH:36]=[CH:35][C:32]([C:33]#[N:34])=[C:31]([CH3:37])[CH:30]=2)=[N:25][C:26]=1[CH3:27])=O.